Task: Predict the reactants needed to synthesize the given product.. Dataset: Full USPTO retrosynthesis dataset with 1.9M reactions from patents (1976-2016) Given the product [C:1]([O:5][CH:6]([C:12]1[C:21]([CH3:22])=[C:20]([C:35]2[CH:36]=[N:31][CH:32]=[N:33][CH:34]=2)[C:19]2[C:14](=[CH:15][CH:16]=[CH:17][CH:18]=2)[C:13]=1[C:24]1[CH:25]=[CH:26][C:27]([Cl:30])=[CH:28][CH:29]=1)[C:7]([OH:9])=[O:8])([CH3:4])([CH3:2])[CH3:3], predict the reactants needed to synthesize it. The reactants are: [C:1]([O:5][CH:6]([C:12]1[C:21]([CH3:22])=[C:20](C)[C:19]2[C:14](=[CH:15][CH:16]=[CH:17][CH:18]=2)[C:13]=1[C:24]1[CH:29]=[CH:28][C:27]([Cl:30])=[CH:26][CH:25]=1)[C:7]([O:9]CC)=[O:8])([CH3:4])([CH3:3])[CH3:2].[N:31]1[CH:36]=[C:35](B(O)O)[CH:34]=[N:33][CH:32]=1.